Dataset: Peptide-MHC class II binding affinity with 134,281 pairs from IEDB. Task: Regression. Given a peptide amino acid sequence and an MHC pseudo amino acid sequence, predict their binding affinity value. This is MHC class II binding data. (1) The peptide sequence is MSNPLTSPISCSYSL. The MHC is HLA-DQA10501-DQB10302 with pseudo-sequence HLA-DQA10501-DQB10302. The binding affinity (normalized) is 0.297. (2) The peptide sequence is ASTNDDEVLIEVNPP. The MHC is HLA-DQA10501-DQB10402 with pseudo-sequence HLA-DQA10501-DQB10402. The binding affinity (normalized) is 0.260. (3) The peptide sequence is LEAWLTEHGCNRLKR. The binding affinity (normalized) is 0.659. The MHC is DRB4_0103 with pseudo-sequence DRB4_0103. (4) The peptide sequence is PRRWLRFCNPELSEI. The MHC is HLA-DQA10101-DQB10501 with pseudo-sequence HLA-DQA10101-DQB10501. The binding affinity (normalized) is 0.589.